Dataset: NCI-60 drug combinations with 297,098 pairs across 59 cell lines. Task: Regression. Given two drug SMILES strings and cell line genomic features, predict the synergy score measuring deviation from expected non-interaction effect. (1) Drug 1: C1=CN(C(=O)N=C1N)C2C(C(C(O2)CO)O)O.Cl. Drug 2: CC(C)NC(=O)C1=CC=C(C=C1)CNNC.Cl. Cell line: SF-268. Synergy scores: CSS=12.5, Synergy_ZIP=-2.45, Synergy_Bliss=0.550, Synergy_Loewe=-27.6, Synergy_HSA=-2.47. (2) Drug 1: C1=C(C(=O)NC(=O)N1)F. Drug 2: B(C(CC(C)C)NC(=O)C(CC1=CC=CC=C1)NC(=O)C2=NC=CN=C2)(O)O. Cell line: NCI-H460. Synergy scores: CSS=65.6, Synergy_ZIP=-0.465, Synergy_Bliss=-4.08, Synergy_Loewe=-3.95, Synergy_HSA=-1.55. (3) Drug 1: CC1=C(C=C(C=C1)NC(=O)C2=CC=C(C=C2)CN3CCN(CC3)C)NC4=NC=CC(=N4)C5=CN=CC=C5. Drug 2: CCCCCOC(=O)NC1=NC(=O)N(C=C1F)C2C(C(C(O2)C)O)O. Cell line: SK-OV-3. Synergy scores: CSS=-5.40, Synergy_ZIP=2.55, Synergy_Bliss=-2.20, Synergy_Loewe=-8.52, Synergy_HSA=-9.31. (4) Drug 1: C1=NC2=C(N1)C(=S)N=C(N2)N. Drug 2: COCCOC1=C(C=C2C(=C1)C(=NC=N2)NC3=CC=CC(=C3)C#C)OCCOC.Cl. Cell line: A549. Synergy scores: CSS=40.4, Synergy_ZIP=0.821, Synergy_Bliss=3.74, Synergy_Loewe=-1.48, Synergy_HSA=6.18. (5) Drug 1: CC1C(C(CC(O1)OC2CC(CC3=C2C(=C4C(=C3O)C(=O)C5=C(C4=O)C(=CC=C5)OC)O)(C(=O)CO)O)N)O.Cl. Drug 2: CC1=C(C(=O)C2=C(C1=O)N3CC4C(C3(C2COC(=O)N)OC)N4)N. Cell line: IGROV1. Synergy scores: CSS=11.5, Synergy_ZIP=-1.73, Synergy_Bliss=2.68, Synergy_Loewe=-3.85, Synergy_HSA=-0.174. (6) Drug 1: CC1=C2C(C(=O)C3(C(CC4C(C3C(C(C2(C)C)(CC1OC(=O)C(C(C5=CC=CC=C5)NC(=O)OC(C)(C)C)O)O)OC(=O)C6=CC=CC=C6)(CO4)OC(=O)C)O)C)O. Drug 2: CCC1=C2CN3C(=CC4=C(C3=O)COC(=O)C4(CC)O)C2=NC5=C1C=C(C=C5)O. Cell line: HCT116. Synergy scores: CSS=49.3, Synergy_ZIP=-1.74, Synergy_Bliss=-3.89, Synergy_Loewe=-31.4, Synergy_HSA=-3.75.